This data is from Forward reaction prediction with 1.9M reactions from USPTO patents (1976-2016). The task is: Predict the product of the given reaction. (1) Given the reactants C([O:3][CH:4](OCC)[CH2:5][CH2:6][N:7]([CH2:21][CH2:22][C:23]1[CH:28]=[CH:27][CH:26]=[CH:25][CH:24]=1)[C:8](=[O:20])[CH2:9][CH2:10][O:11][CH2:12][CH2:13][C:14]1[CH:19]=[CH:18][CH:17]=[CH:16][CH:15]=1)C.Cl.Cl.NCCC1C2SC(=O)NC=2C(O)=CC=1.C([BH3-])#N.[Na+].N, predict the reaction product. The product is: [O:3]=[CH:4][CH2:5][CH2:6][N:7]([CH2:21][CH2:22][C:23]1[CH:28]=[CH:27][CH:26]=[CH:25][CH:24]=1)[C:8](=[O:20])[CH2:9][CH2:10][O:11][CH2:12][CH2:13][C:14]1[CH:15]=[CH:16][CH:17]=[CH:18][CH:19]=1. (2) The product is: [Cl:1][C:2]1[C:7]([CH:8]=[O:26])=[CH:6][N:5]=[C:4]([NH:10][C:11](=[O:13])[CH3:12])[CH:3]=1. Given the reactants [Cl:1][C:2]1[C:7]([CH:8]=C)=[CH:6][N:5]=[C:4]([NH:10][C:11](=[O:13])[CH3:12])[CH:3]=1.N1C(C)=CC=CC=1C.CC([OH:26])(C)C.I([O-])(=O)(=O)=O.[Na+], predict the reaction product. (3) Given the reactants [C:1]([NH:8][C@@H:9]([C:11]([OH:13])=O)[CH3:10])([O:3][C:4]([CH3:7])([CH3:6])[CH3:5])=[O:2].C1C=CC2N(O)N=NC=2C=1.CCN=C=NCCCN(C)C.[NH2:35][CH:36]([C:51]1[CH:56]=[CH:55][CH:54]=[CH:53][CH:52]=1)[CH2:37][NH:38][C:39]([CH:41]1[CH2:46][CH:45]([CH3:47])[CH2:44][CH2:43][CH:42]1[CH:48]([CH3:50])[CH3:49])=[O:40], predict the reaction product. The product is: [C:4]([O:3][C:1](=[O:2])[NH:8][CH:9]([C:11](=[O:13])[NH:35][CH:36]([C:51]1[CH:52]=[CH:53][CH:54]=[CH:55][CH:56]=1)[CH2:37][NH:38][C:39]([CH:41]1[CH2:46][CH:45]([CH3:47])[CH2:44][CH2:43][CH:42]1[CH:48]([CH3:50])[CH3:49])=[O:40])[CH3:10])([CH3:5])([CH3:6])[CH3:7]. (4) Given the reactants I([O-])(=O)(=O)=O.[Na+].[O:7]([CH2:14][CH:15]([OH:18])CO)[C:8]1[CH:13]=[CH:12][CH:11]=[CH:10][CH:9]=1, predict the reaction product. The product is: [O:7]([CH2:14][CH:15]=[O:18])[C:8]1[CH:13]=[CH:12][CH:11]=[CH:10][CH:9]=1. (5) Given the reactants Cl[C:2]1[CH:3]=[CH:4][C:5]2[N:6]([C:8]([CH:11]([C:13]3[CH:14]=[C:15]4[C:20](=[CH:21][CH:22]=3)[N:19]=[CH:18][C:17]([C:23]3[CH:24]=[N:25][N:26]([CH3:28])[CH:27]=3)=[CH:16]4)[CH3:12])=[N:9][N:10]=2)[N:7]=1.[O:29]1CCO[CH2:31][CH2:30]1, predict the reaction product. The product is: [CH3:28][N:26]1[CH:27]=[C:23]([C:17]2[CH:18]=[N:19][C:20]3[C:15]([CH:16]=2)=[CH:14][C:13]([CH:11]([C:8]2[N:6]4[N:7]=[C:2]([C:30](=[O:29])[CH3:31])[CH:3]=[CH:4][C:5]4=[N:10][N:9]=2)[CH3:12])=[CH:22][CH:21]=3)[CH:24]=[N:25]1.